Dataset: Full USPTO retrosynthesis dataset with 1.9M reactions from patents (1976-2016). Task: Predict the reactants needed to synthesize the given product. (1) Given the product [CH3:30][O:33][C:20]1[CH:21]=[CH:22][C:17]([CH2:23][C:24]([N:9]([CH:2]([C:3]2[CH:8]=[CH:7][CH:6]=[CH:5][CH:4]=2)[CH3:1])[CH:10]2[CH2:15][CH2:14][N:13]([CH3:16])[CH2:12][CH2:11]2)=[O:39])=[CH:18][CH:19]=1, predict the reactants needed to synthesize it. The reactants are: [CH3:1][CH:2]([NH:9][CH:10]1[CH2:15][CH2:14][N:13]([CH3:16])[CH2:12][CH2:11]1)[C:3]1[CH:8]=[CH:7][CH:6]=[CH:5][CH:4]=1.[C:17]1([CH2:23][CH2:24]N)[CH:22]=[CH:21][CH:20]=[CH:19][CH:18]=1.CN1CC[C:30](=[O:33])CC1.[BH3-]C#N.[Na+].C[OH:39]. (2) Given the product [NH2:16][CH:12]([CH3:13])[C:11]([NH:10][C:7]1[CH:6]=[C:5]([C:1]([CH3:4])([CH3:3])[CH3:2])[O:9][N:8]=1)=[O:17], predict the reactants needed to synthesize it. The reactants are: [C:1]([C:5]1[O:9][N:8]=[C:7]([NH:10][C:11](=[O:17])[CH:12]([NH2:16])[CH2:13]CC)[CH:6]=1)([CH3:4])([CH3:3])[CH3:2].Cl. (3) Given the product [F:1][C:2]1[CH:3]=[CH:4][C:5]([O:20][CH3:21])=[C:6]([C:8]([CH3:18])([CH3:19])[CH2:9][C:10](=[O:11])[CH3:22])[CH:7]=1, predict the reactants needed to synthesize it. The reactants are: [F:1][C:2]1[CH:3]=[CH:4][C:5]([O:20][CH3:21])=[C:6]([C:8]([CH3:19])([CH3:18])[CH2:9][C:10](N2CCOCC2)=[O:11])[CH:7]=1.[CH3:22][Li].